This data is from Reaction yield outcomes from USPTO patents with 853,638 reactions. The task is: Predict the reaction yield, written as a fraction of the theoretical maximum amount of product (1.0 means a 100% yield; for example, 0.34 means a 34% yield). The yield is 0.700. The product is [C:12]([O:16][C:17]([N:19]1[CH2:24][CH2:23][N:22]([C:3]2[C:4]([N+:8]([O-:10])=[O:9])=[CH:5][CH:6]=[CH:7][C:2]=2[Cl:1])[CH2:21][CH2:20]1)=[O:18])([CH3:15])([CH3:13])[CH3:14]. The reactants are [Cl:1][C:2]1[CH:7]=[CH:6][CH:5]=[C:4]([N+:8]([O-:10])=[O:9])[C:3]=1Cl.[C:12]([O:16][C:17]([N:19]1[CH2:24][CH2:23][NH:22][CH2:21][CH2:20]1)=[O:18])([CH3:15])([CH3:14])[CH3:13].C([O-])([O-])=O.[K+].[K+]. The catalyst is C(#N)C.